From a dataset of Reaction yield outcomes from USPTO patents with 853,638 reactions. Predict the reaction yield, written as a fraction of the theoretical maximum amount of product (1.0 means a 100% yield; for example, 0.34 means a 34% yield). The reactants are [CH2:1]([N:8]([CH2:27][C:28]1[CH:33]=[CH:32][CH:31]=[CH:30][CH:29]=1)[C@@H:9]([CH2:16][C:17]1[CH:22]=[CH:21][C:20]([C:23]([F:26])([F:25])[F:24])=[CH:19][CH:18]=1)[C:10](N(OC)C)=[O:11])[C:2]1[CH:7]=[CH:6][CH:5]=[CH:4][CH:3]=1.[CH3:34][Mg]Br.CCOCC. The catalyst is C1COCC1. The product is [CH2:27]([N:8]([CH2:1][C:2]1[CH:7]=[CH:6][CH:5]=[CH:4][CH:3]=1)[C@@H:9]([CH2:16][C:17]1[CH:18]=[CH:19][C:20]([C:23]([F:26])([F:25])[F:24])=[CH:21][CH:22]=1)[C:10](=[O:11])[CH3:34])[C:28]1[CH:33]=[CH:32][CH:31]=[CH:30][CH:29]=1. The yield is 0.856.